This data is from Forward reaction prediction with 1.9M reactions from USPTO patents (1976-2016). The task is: Predict the product of the given reaction. (1) Given the reactants [CH3:1][O:2][C:3](/[CH:5]=[CH:6]/[C:7]([O:9][CH:10]([CH3:14])C(O)=O)=[O:8])=[O:4].C(Cl)(=O)C(Cl)=O.[CH2:21]([O:23][C:24](=[O:28])CNC)[CH3:22].C(N(C(C)C)CC)(C)C.[CH3:38][N:39]([CH3:42])[CH:40]=[O:41], predict the reaction product. The product is: [C:7]([O:9][CH2:10][CH2:14][C:40](=[O:41])[N:39]([CH2:42][C:24]([O:23][CH2:21][CH3:22])=[O:28])[CH3:38])(=[O:8])/[CH:6]=[CH:5]/[C:3]([O:2][CH3:1])=[O:4]. (2) Given the reactants Cl[C:2]1[N:10]=[C:9]([C:11]#[N:12])[N:8]=[C:7]2[C:3]=1[N:4]([CH2:25][C@H:26]1[CH2:31][CH2:30][C@H:29]([CH3:32])[CH2:28][CH2:27]1)[C:5]([N:13]1[CH2:18][CH2:17][O:16][CH2:15][C@H:14]1[C:19]1[CH:24]=[CH:23][CH:22]=[CH:21][CH:20]=1)=[N:6]2.[Cl:33][C:34]1[CH:39]=[C:38](B2OC(C)(C)C(C)(C)O2)[CH:37]=[C:36]([Cl:49])[N:35]=1.C([O-])([O-])=O.[K+].[K+].O1CCOCC1, predict the reaction product. The product is: [Cl:33][C:34]1[CH:39]=[C:38]([C:2]2[N:10]=[C:9]([C:11]#[N:12])[N:8]=[C:7]3[C:3]=2[N:4]([CH2:25][C@H:26]2[CH2:31][CH2:30][C@H:29]([CH3:32])[CH2:28][CH2:27]2)[C:5]([N:13]2[CH2:18][CH2:17][O:16][CH2:15][C@H:14]2[C:19]2[CH:24]=[CH:23][CH:22]=[CH:21][CH:20]=2)=[N:6]3)[CH:37]=[C:36]([Cl:49])[N:35]=1. (3) Given the reactants [CH3:1][C:2]1[C:10]([NH:11][C:12]2[C:17]([C:18]#[N:19])=[CH:16][N:15]=[C:14]3[S:20][C:21](/[CH:23]=[CH:24]/[C:25](=[O:31])[N:26]4[CH2:30][CH2:29][CH2:28][CH2:27]4)=[CH:22][C:13]=23)=[CH:9][CH:8]=[C:7]2[C:3]=1[CH:4]=[CH:5][NH:6]2, predict the reaction product. The product is: [CH3:1][C:2]1[C:10]([NH:11][C:12]2[C:17]([C:18]#[N:19])=[CH:16][N:15]=[C:14]3[S:20][C:21]([CH2:23][CH2:24][C:25](=[O:31])[N:26]4[CH2:27][CH2:28][CH2:29][CH2:30]4)=[CH:22][C:13]=23)=[CH:9][CH:8]=[C:7]2[C:3]=1[CH:4]=[CH:5][NH:6]2. (4) Given the reactants [Br:1][C:2]1[CH:10]=[C:9]2[C:5]([C:6]([CH3:11])=[N:7][NH:8]2)=[CH:4][C:3]=1[F:12].[H-].[Na+].Cl[C:16]1[CH:21]=[CH:20][N:19]=[C:18]([NH2:22])[N:17]=1, predict the reaction product. The product is: [Br:1][C:2]1[CH:10]=[C:9]2[C:5]([C:6]([CH3:11])=[N:7][N:8]2[C:16]2[CH:21]=[CH:20][N:19]=[C:18]([NH2:22])[N:17]=2)=[CH:4][C:3]=1[F:12]. (5) Given the reactants C([O:3][C:4](=[O:17])/[C:5](=[CH:8]/[C:9]1[CH:14]=[CH:13][CH:12]=[C:11]([O:15][CH3:16])[CH:10]=1)/[CH2:6][CH3:7])C.[Li+].[OH-].O, predict the reaction product. The product is: [CH3:16][O:15][C:11]1[CH:10]=[C:9]([CH:14]=[CH:13][CH:12]=1)/[CH:8]=[C:5](\[CH2:6][CH3:7])/[C:4]([OH:17])=[O:3]. (6) Given the reactants [NH2:1][C:2]1[C:3]([Cl:10])=[C:4]([CH:7]=[CH:8][CH:9]=1)[CH2:5][OH:6], predict the reaction product. The product is: [NH2:1][C:2]1[C:3]([Cl:10])=[C:4]([CH:7]=[CH:8][CH:9]=1)[CH:5]=[O:6].